This data is from Catalyst prediction with 721,799 reactions and 888 catalyst types from USPTO. The task is: Predict which catalyst facilitates the given reaction. (1) Reactant: [C:1]1([C:7]([CH:9]([C:11]2[CH:16]=[CH:15][CH:14]=[CH:13][CH:12]=2)[OH:10])=[O:8])[CH:6]=[CH:5][CH:4]=[CH:3][CH:2]=1.[C:17](OC(=O)C)(=[O:19])[CH3:18]. Product: [C:17]([O:8][CH:7]([C:1]1[CH:2]=[CH:3][CH:4]=[CH:5][CH:6]=1)[C:9](=[O:10])[C:11]1[CH:16]=[CH:15][CH:14]=[CH:13][CH:12]=1)(=[O:19])[CH3:18]. The catalyst class is: 445. (2) Reactant: [Br:1][C:2]1[CH:3]=[C:4]2[NH:10][CH:9]=[CH:8][C:5]2=[N:6][CH:7]=1.[H-].[Na+].Cl[CH2:14][C:15]1[CH:16]=[N:17][CH:18]=[C:19]([F:21])[CH:20]=1. The catalyst class is: 42. Product: [Br:1][C:2]1[CH:3]=[C:4]2[N:10]([CH2:14][C:15]3[CH:16]=[N:17][CH:18]=[C:19]([F:21])[CH:20]=3)[CH:9]=[CH:8][C:5]2=[N:6][CH:7]=1. (3) Reactant: [Br:1][C:2]1[S:6][CH:5]=[C:4]([C:7]([NH:9][C@H:10]([C:12]2[CH:21]=[CH:20][C:15]([C:16]([O:18]C)=[O:17])=[CH:14][CH:13]=2)[CH3:11])=[O:8])[C:3]=1[CH2:22][C:23]1[CH:28]=[CH:27][CH:26]=[C:25]([Cl:29])[CH:24]=1. Product: [Br:1][C:2]1[S:6][CH:5]=[C:4]([C:7]([NH:9][C@H:10]([C:12]2[CH:13]=[CH:14][C:15]([C:16]([OH:18])=[O:17])=[CH:20][CH:21]=2)[CH3:11])=[O:8])[C:3]=1[CH2:22][C:23]1[CH:28]=[CH:27][CH:26]=[C:25]([Cl:29])[CH:24]=1. The catalyst class is: 521. (4) Reactant: Br[C:2]1[CH:3]=[C:4]([CH:29]=[CH:30][CH:31]=1)[C:5]([NH:7][C:8]1[CH:13]=[CH:12][C:11]([N:14]2[C:18]([C:19]([F:22])([F:21])[F:20])=[CH:17][C:16]([C:23]3[CH:24]=[N:25][CH:26]=[CH:27][CH:28]=3)=[N:15]2)=[CH:10][N:9]=1)=[O:6].[F:32][C:33]1[CH:38]=[CH:37][C:36](B(O)O)=[CH:35][N:34]=1.C(=O)([O-])[O-].[Cs+].[Cs+]. Product: [F:32][C:33]1[N:34]=[CH:35][C:36]([C:2]2[CH:3]=[C:4]([CH:29]=[CH:30][CH:31]=2)[C:5]([NH:7][C:8]2[CH:13]=[CH:12][C:11]([N:14]3[C:18]([C:19]([F:20])([F:22])[F:21])=[CH:17][C:16]([C:23]4[CH:24]=[N:25][CH:26]=[CH:27][CH:28]=4)=[N:15]3)=[CH:10][N:9]=2)=[O:6])=[CH:37][CH:38]=1. The catalyst class is: 427. (5) Reactant: ClCCl.[Br:4][C:5]1[CH:6]=[C:7]([CH2:17]O)[CH:8]=[C:9]([CH2:12][CH2:13][CH2:14][O:15][CH3:16])[C:10]=1[CH3:11].C(Br)(Br)(Br)[Br:20].C1(P(C2C=CC=CC=2)C2C=CC=CC=2)C=CC=CC=1. Product: [CH3:16][O:15][CH2:14][CH2:13][CH2:12][C:9]1[CH:8]=[C:7]([CH2:17][Br:20])[CH:6]=[C:5]([Br:4])[C:10]=1[CH3:11]. The catalyst class is: 25. (6) The catalyst class is: 3. Reactant: [OH:1][C:2]1[C:7]([CH:8]=[O:9])=[CH:6][C:5]([O:10][CH3:11])=[N:4][CH:3]=1.Cl.Cl[CH2:14][C:15]1[C:16]([C:21]2[CH:25]=[CH:24][N:23]([CH2:26][CH2:27][C:28]([O:30][CH3:31])=[O:29])[N:22]=2)=[N:17][CH:18]=[CH:19][CH:20]=1.C([O-])([O-])=O.[K+].[K+]. Product: [CH:8]([C:7]1[CH:6]=[C:5]([O:10][CH3:11])[N:4]=[CH:3][C:2]=1[O:1][CH2:14][C:15]1[C:16]([C:21]2[CH:25]=[CH:24][N:23]([CH2:26][CH2:27][C:28]([O:30][CH3:31])=[O:29])[N:22]=2)=[N:17][CH:18]=[CH:19][CH:20]=1)=[O:9]. (7) Reactant: C(OC(=O)[NH:7][C:8]1[CH:13]=[C:12]([O:14][CH2:15][CH3:16])[C:11]([C:17]([F:20])([F:19])[F:18])=[CH:10][C:9]=1[NH:21][C:22](=[O:41])[CH2:23][C:24]([C:26]1[CH:31]=[CH:30][CH:29]=[C:28]([C:32]2[CH:37]=[C:36]([CH3:38])[N:35]=[C:34]([CH2:39]C)[CH:33]=2)[CH:27]=1)=O)(C)(C)C.[C:43](O)(C(F)(F)F)=O. Product: [CH2:15]([O:14][C:12]1[C:11]([C:17]([F:19])([F:20])[F:18])=[CH:10][C:9]2[NH:21][C:22](=[O:41])[CH2:23][C:24]([C:26]3[CH:31]=[CH:30][CH:29]=[C:28]([C:32]4[CH:37]=[C:36]([CH3:38])[N:35]=[C:34]([CH2:39][CH3:43])[CH:33]=4)[CH:27]=3)=[N:7][C:8]=2[CH:13]=1)[CH3:16]. The catalyst class is: 2. (8) Reactant: [CH3:1][N:2]([CH2:13][C:14]1[N:15]=[C:16]2[CH:21]=[CH:20][CH:19]=[C:18]([N:22]3[CH2:27][CH2:26][N:25]([CH3:28])[CH2:24][CH2:23]3)[N:17]2[CH:29]=1)[CH:3]1[C:8]2=[N:9][CH:10]=[CH:11][CH:12]=[C:7]2[O:6][CH2:5][CH2:4]1.C=O.[C:32](O)(=[O:34])C. Product: [O:6]1[C:7]2[C:8](=[N:9][CH:10]=[CH:11][CH:12]=2)[CH:3]([N:2]([CH2:13][C:14]2[N:15]=[C:16]3[CH:21]=[CH:20][CH:19]=[C:18]([N:22]4[CH2:23][CH2:24][N:25]([CH3:28])[CH2:26][CH2:27]4)[N:17]3[C:29]=2[CH2:32][OH:34])[CH3:1])[CH2:4][CH2:5]1. The catalyst class is: 26. (9) Reactant: [Cl:1][C:2]1[C:15]([N:16]=[C:17]=S)=[C:14]([Cl:19])[CH:13]=[CH:12][C:3]=1[CH2:4][NH:5][C:6](=[O:11])[C:7]([CH3:10])([CH3:9])[CH3:8].[Cl:20][C:21]1[C:27]([N:28]2[CH2:33][CH2:32][CH:31]([C:34]([F:37])([F:36])[F:35])[CH2:30][CH2:29]2)=[CH:26][C:24]([NH2:25])=[C:23]([NH:38]C)[CH:22]=1.[CH3:40]C(C)N=C=NC(C)C. Product: [Cl:1][C:2]1[C:15]([NH:16][C:17]2[N:25]([CH3:40])[C:24]3[CH:26]=[C:27]([N:28]4[CH2:33][CH2:32][CH:31]([C:34]([F:37])([F:36])[F:35])[CH2:30][CH2:29]4)[C:21]([Cl:20])=[CH:22][C:23]=3[N:38]=2)=[C:14]([Cl:19])[CH:13]=[CH:12][C:3]=1[CH2:4][NH:5][C:6](=[O:11])[C:7]([CH3:10])([CH3:9])[CH3:8]. The catalyst class is: 3.